From a dataset of Full USPTO retrosynthesis dataset with 1.9M reactions from patents (1976-2016). Predict the reactants needed to synthesize the given product. (1) The reactants are: [C:1]([C:5]1[CH:10]=[CH:9][CH:8]=[CH:7][C:6]=1[N:11]1[CH2:16][CH2:15][N:14]([C:17](=[O:21])[C:18]([OH:20])=O)[CH2:13][CH2:12]1)([CH3:4])([CH3:3])[CH3:2].[NH2:22][CH:23]1[CH2:28][CH2:27][N:26]([C:29]([O:31][C:32]([CH3:35])([CH3:34])[CH3:33])=[O:30])[CH2:25][CH2:24]1.CCN=C=NCCCN(C)C.C1C=CC2N(O)N=NC=2C=1.C([O-])(O)=O.[Na+]. Given the product [C:1]([C:5]1[CH:10]=[CH:9][CH:8]=[CH:7][C:6]=1[N:11]1[CH2:12][CH2:13][N:14]([C:17](=[O:21])[C:18]([NH:22][CH:23]2[CH2:24][CH2:25][N:26]([C:29]([O:31][C:32]([CH3:35])([CH3:34])[CH3:33])=[O:30])[CH2:27][CH2:28]2)=[O:20])[CH2:15][CH2:16]1)([CH3:4])([CH3:2])[CH3:3], predict the reactants needed to synthesize it. (2) The reactants are: CN(C(ON1N=NC2C=CC=CC1=2)=[N+](C)C)C.[B-](F)(F)(F)F.CCN(C(C)C)C(C)C.[CH3:32][C:33]1[CH:41]=[CH:40][C:36]([C:37]([OH:39])=O)=[CH:35][CH:34]=1.[NH2:42][C@H:43]1[CH2:48][CH2:47][CH2:46][C@:45]([C:50]#[C:51][C:52]2[CH:57]=[CH:56][CH:55]=[C:54]([Cl:58])[CH:53]=2)([OH:49])[CH2:44]1. Given the product [Cl:58][C:54]1[CH:53]=[C:52]([C:51]#[C:50][C@:45]2([OH:49])[CH2:46][CH2:47][CH2:48][C@H:43]([NH:42][C:37](=[O:39])[C:36]3[CH:35]=[CH:34][C:33]([CH3:32])=[CH:41][CH:40]=3)[CH2:44]2)[CH:57]=[CH:56][CH:55]=1, predict the reactants needed to synthesize it. (3) Given the product [N:1]([CH2:4][CH2:5][CH2:6][C:7]1([C:20]2[CH:25]=[CH:24][CH:23]=[CH:22][CH:21]=2)[N:11]([C:26](=[S:27])[NH:33][NH2:38])[N:10]=[C:9]([C:12]2[CH:17]=[C:16]([F:18])[CH:15]=[CH:14][C:13]=2[F:19])[S:8]1)=[N+:2]=[N-:3], predict the reactants needed to synthesize it. The reactants are: [N:1]([CH2:4][CH2:5][CH2:6][C:7]1([C:20]2[CH:25]=[CH:24][CH:23]=[CH:22][CH:21]=2)[NH:11][N:10]=[C:9]([C:12]2[CH:17]=[C:16]([F:18])[CH:15]=[CH:14][C:13]=2[F:19])[S:8]1)=[N+:2]=[N-:3].[C:26]([N:33]1C=CN=C1)(N1C=CN=C1)=[S:27].[NH2:38]N.